From a dataset of Forward reaction prediction with 1.9M reactions from USPTO patents (1976-2016). Predict the product of the given reaction. (1) Given the reactants [F:1][C:2]([F:11])([F:10])[C:3]1[CH:9]=[CH:8][CH:7]=[CH:6][C:4]=1[NH2:5].[C:12]([C:15]1[CH:20]=[CH:19][CH:18]=[C:17]([C:21](=O)[CH3:22])[N:16]=1)(=O)[CH3:13], predict the reaction product. The product is: [F:1][C:2]([F:10])([F:11])[C:3]1[CH:9]=[CH:8][CH:7]=[CH:6][C:4]=1[N:5]=[C:12]([C:15]1[CH:20]=[CH:19][CH:18]=[C:17]([C:21](=[N:5][C:4]2[CH:6]=[CH:7][CH:8]=[CH:9][C:3]=2[C:2]([F:1])([F:10])[F:11])[CH3:22])[N:16]=1)[CH3:13]. (2) Given the reactants [CH:1]1([C:5](Cl)=[O:6])[CH2:4][CH2:3][CH2:2]1.[CH2:8]([O:10][C:11]([C:13]1([CH2:18][O:19][C:20]2[CH:25]=[CH:24][C:23]([C:26]3[CH:31]=[CH:30][C:29]([F:32])=[CH:28][CH:27]=3)=[CH:22][CH:21]=2)[CH2:17][CH2:16][NH:15][CH2:14]1)=[O:12])[CH3:9], predict the reaction product. The product is: [CH2:8]([O:10][C:11]([C:13]1([CH2:18][O:19][C:20]2[CH:25]=[CH:24][C:23]([C:26]3[CH:27]=[CH:28][C:29]([F:32])=[CH:30][CH:31]=3)=[CH:22][CH:21]=2)[CH2:17][CH2:16][N:15]([C:5]([CH:1]2[CH2:4][CH2:3][CH2:2]2)=[O:6])[CH2:14]1)=[O:12])[CH3:9]. (3) Given the reactants [Cl:1][C:2]1[N:3]=[C:4](Cl)[C:5]2[CH2:10][CH2:9][CH:8]([C:11]3[CH:16]=[CH:15][C:14]([F:17])=[CH:13][C:12]=3[F:18])[C:6]=2[N:7]=1.C(N(C(C)C)CC)(C)C.[CH3:29][C:30]1[N:34]=[CH:33][N:32]([C:35]2[CH:45]=[CH:44][C:43]([N+:46]([O-:48])=[O:47])=[CH:42][C:36]=2[O:37][CH2:38][CH2:39][CH2:40][NH2:41])[N:31]=1, predict the reaction product. The product is: [Cl:1][C:2]1[N:3]=[C:4]([NH:41][CH2:40][CH2:39][CH2:38][O:37][C:36]2[CH:42]=[C:43]([N+:46]([O-:48])=[O:47])[CH:44]=[CH:45][C:35]=2[N:32]2[CH:33]=[N:34][C:30]([CH3:29])=[N:31]2)[C:5]2[CH2:10][CH2:9][CH:8]([C:11]3[CH:16]=[CH:15][C:14]([F:17])=[CH:13][C:12]=3[F:18])[C:6]=2[N:7]=1. (4) Given the reactants [C:1]([Si:5]([CH3:14])([CH3:13])[O:6][C@H:7]1[CH2:11][CH2:10][C@@H:9](O)[CH2:8]1)([CH3:4])([CH3:3])[CH3:2].C1(P(C2C=CC=CC=2)C2C=CC=CC=2)C=CC=CC=1.N(C(OCC)=O)=NC(OCC)=O.C1(P([N:60]=[N+:61]=[N-:62])(C2C=CC=CC=2)=O)C=CC=CC=1, predict the reaction product. The product is: [N:60]([C@H:9]1[CH2:10][CH2:11][C@H:7]([O:6][Si:5]([C:1]([CH3:4])([CH3:3])[CH3:2])([CH3:14])[CH3:13])[CH2:8]1)=[N+:61]=[N-:62].